From a dataset of Peptide-MHC class II binding affinity with 134,281 pairs from IEDB. Regression. Given a peptide amino acid sequence and an MHC pseudo amino acid sequence, predict their binding affinity value. This is MHC class II binding data. (1) The peptide sequence is SQDLELSWNLNGLQADLSS. The MHC is DRB1_0802 with pseudo-sequence DRB1_0802. The binding affinity (normalized) is 0. (2) The peptide sequence is ENVIDVKLVDANGKL. The MHC is DRB1_0405 with pseudo-sequence DRB1_0405. The binding affinity (normalized) is 0.142. (3) The peptide sequence is ALEDDLLNRNNSFKP. The MHC is HLA-DPA10103-DPB10201 with pseudo-sequence HLA-DPA10103-DPB10201. The binding affinity (normalized) is 0.311. (4) The peptide sequence is SQDLELSWNLNGLQSY. The MHC is HLA-DQA10301-DQB10302 with pseudo-sequence HLA-DQA10301-DQB10302. The binding affinity (normalized) is 0.420. (5) The peptide sequence is GELNIVDKIDAAFKI. The MHC is DRB1_1302 with pseudo-sequence DRB1_1302. The binding affinity (normalized) is 0.562.